Dataset: Forward reaction prediction with 1.9M reactions from USPTO patents (1976-2016). Task: Predict the product of the given reaction. (1) Given the reactants [OH:1][C:2]1[C:7]([C:8]([O:10]CC)=[O:9])=[CH:6][N:5]=[CH:4][N:3]=1.O[Li].O, predict the reaction product. The product is: [OH:1][C:2]1[C:7]([C:8]([OH:10])=[O:9])=[CH:6][N:5]=[CH:4][N:3]=1. (2) The product is: [C:37]([OH:56])(=[O:55])[CH2:38][CH2:39][CH2:40][CH2:41][CH2:42][CH2:43][CH2:44][CH2:45][CH2:46][CH2:47][CH2:48][CH2:49][CH2:50][CH2:51][CH2:52][CH2:53][CH3:54].[N:67]([CH2:16][CH2:18][OH:19])([CH2:21][CH2:20][OH:36])[CH2:66][CH2:65][OH:55]. Given the reactants C(OC[CH:16]([CH2:18][OH:19])O)(=O)CCCCCCCCCCC.[CH2:20]([OH:36])[CH2:21]CCCCCCCCCCCCCC.[C:37]([OH:56])(=[O:55])[CH2:38][CH2:39][CH2:40][CH2:41][CH2:42][CH2:43][CH2:44][CH2:45][CH2:46][CH2:47][CH2:48][CH2:49][CH2:50][CH2:51][CH2:52][CH2:53][CH3:54].CCCCCCCC[CH2:65][CH2:66][N+:67](CCCCCCCCCC)(C)C.[Cl-], predict the reaction product. (3) Given the reactants Br[C:2]1[CH:10]=[CH:9][CH:8]=[C:7]2[C:3]=1[C:4]1([C:15]3=[CH:16][C:17]4[O:21][CH2:20][O:19][C:18]=4[CH:22]=[C:14]3[O:13][CH2:12]1)[C:5](=[O:11])[NH:6]2.BrC1C=[CH:31][CH:30]=[C:29]2[C:25]=1[C:26]1([C:42]3=[CH:43][C:44]4OCO[C:45]=4[CH:49]=[C:41]3[O:40][CH2:39]1)C(=O)N2CCCCC.C1C2C3C=CC=CC=3OC=2C(B(O)O)=CC=1.CN(C)C1N=CC(B(O)O)=CC=1, predict the reaction product. The product is: [CH:43]1[C:42]2[C:26]3[CH:25]=[CH:29][CH:30]=[CH:31][C:39]=3[O:40][C:41]=2[C:49]([C:2]2[CH:10]=[CH:9][CH:8]=[C:7]3[C:3]=2[C:4]2([C:15]4=[CH:16][C:17]5[O:21][CH2:20][O:19][C:18]=5[CH:22]=[C:14]4[O:13][CH2:12]2)[C:5](=[O:11])[NH:6]3)=[CH:45][CH:44]=1. (4) Given the reactants [C:1]([O:5][C:6](=[O:20])[NH:7][C:8]1[CH:13]=[C:12]([CH3:14])[C:11]([C:15]([F:18])([F:17])[F:16])=[CH:10][C:9]=1[NH2:19])([CH3:4])([CH3:3])[CH3:2].C([O:25][C:26](=O)[CH2:27][C:28](=[O:45])[C:29]1[CH:34]=[CH:33][CH:32]=[C:31]([C:35]2[CH:40]=[CH:39][N:38]=[C:37]([C:41]([F:44])([F:43])[F:42])[CH:36]=2)[CH:30]=1)(C)(C)C, predict the reaction product. The product is: [C:1]([O:5][C:6](=[O:20])[NH:7][C:8]1[CH:13]=[C:12]([CH3:14])[C:11]([C:15]([F:18])([F:17])[F:16])=[CH:10][C:9]=1[NH:19][C:26](=[O:25])[CH2:27][C:28](=[O:45])[C:29]1[CH:34]=[CH:33][CH:32]=[C:31]([C:35]2[CH:40]=[CH:39][N:38]=[C:37]([C:41]([F:42])([F:43])[F:44])[CH:36]=2)[CH:30]=1)([CH3:4])([CH3:2])[CH3:3]. (5) The product is: [CH3:22][O:23][C:24]1[CH:29]=[CH:28][CH:27]=[CH:26][C:25]=1[CH2:30][C:31]([N:9]([C:5]1[CH:6]=[CH:7][CH:8]=[C:3]([O:2][CH3:1])[CH:4]=1)[CH2:10][CH2:11][C:12]1[CH:17]=[CH:16][C:15]([C:18]([F:20])([F:19])[F:21])=[CH:14][CH:13]=1)=[O:32]. Given the reactants [CH3:1][O:2][C:3]1[CH:4]=[C:5]([NH:9][CH2:10][CH2:11][C:12]2[CH:17]=[CH:16][C:15]([C:18]([F:21])([F:20])[F:19])=[CH:14][CH:13]=2)[CH:6]=[CH:7][CH:8]=1.[CH3:22][O:23][C:24]1[CH:29]=[CH:28][CH:27]=[CH:26][C:25]=1[CH2:30][C:31](O)=[O:32], predict the reaction product. (6) Given the reactants [F:1][C:2]1[CH:7]=[C:6]([CH2:8][O:9][CH3:10])[CH:5]=[C:4]([F:11])[CH:3]=1.[Li]CCCC.C(O[B:21]1[O:25][C:24]([CH3:27])([CH3:26])[C:23]([CH3:29])([CH3:28])[O:22]1)(C)C, predict the reaction product. The product is: [F:1][C:2]1[CH:7]=[C:6]([CH2:8][O:9][CH3:10])[CH:5]=[C:4]([F:11])[C:3]=1[B:21]1[O:25][C:24]([CH3:27])([CH3:26])[C:23]([CH3:29])([CH3:28])[O:22]1. (7) Given the reactants C[O:2][C:3]([C:5]1[S:6][C:7]([C:10]2[N:11]=[C:12]([NH:15][C:16]([O:18][C:19]([CH3:22])([CH3:21])[CH3:20])=[O:17])[S:13][CH:14]=2)=[CH:8][CH:9]=1)=[O:4].CO.[Li+].[OH-], predict the reaction product. The product is: [C:19]([O:18][C:16]([NH:15][C:12]1[S:13][CH:14]=[C:10]([C:7]2[S:6][C:5]([C:3]([OH:4])=[O:2])=[CH:9][CH:8]=2)[N:11]=1)=[O:17])([CH3:22])([CH3:20])[CH3:21].